Task: Predict the reactants needed to synthesize the given product.. Dataset: Full USPTO retrosynthesis dataset with 1.9M reactions from patents (1976-2016) (1) Given the product [Br:1][C:2]1[CH:3]=[C:4]([CH2:8][C:9]([C:10]2[CH:11]=[C:12]([O:14][CH:37]3[CH2:38][CH2:39][CH2:40][CH2:41][O:36]3)[CH:13]=[CH:16][C:15]=2[OH:17])=[O:18])[CH:5]=[CH:6][CH:7]=1, predict the reactants needed to synthesize it. The reactants are: [Br:1][C:2]1[CH:3]=[C:4]([C:8]2[C:9]([OH:18])=[C:10]([C:15](=[O:17])[CH3:16])[CH:11]=[C:12]([OH:14])[CH:13]=2)[CH:5]=[CH:6][CH:7]=1.C1(C)C=CC(S([O-])(=O)=O)=CC=1.[NH+]1C=CC=CC=1.[O:36]1[CH:41]=[CH:40][CH2:39][CH2:38][CH2:37]1. (2) Given the product [N+:59]([C:62]1[C:67]2=[N:68][O:69][N:70]=[C:66]2[C:65]([NH:71][CH2:72][CH2:73][CH2:74][CH2:75][CH2:76][C:42]([NH:44][CH2:45][CH2:46][N:47]2[CH2:48][CH2:49][N:50]([CH2:53]/[CH:54]=[CH:55]/[C:30](=[O:32])[N:28]3[CH2:27][CH:26]([N:10]4[C:3]5[C:2]([O:24][C:21]6[CH:20]=[CH:19][C:18]([O:11][C:12]7[CH:17]=[CH:16][CH:15]=[CH:14][CH:13]=7)=[CH:23][CH:22]=6)=[N:7][CH:6]=[N:5][C:4]=5[CH:8]=[CH:9]4)[CH2:29]3)[CH2:51][CH2:52]2)=[O:43])=[CH:64][CH:63]=1)([O-:61])=[O:60], predict the reactants needed to synthesize it. The reactants are: Cl[C:2]1[C:3]2[NH:10][CH:9]=[CH:8][C:4]=2[N:5]=[CH:6][N:7]=1.[O:11]([C:18]1[CH:23]=[CH:22][C:21]([OH:24])=[CH:20][CH:19]=1)[C:12]1[CH:17]=[CH:16][CH:15]=[CH:14][CH:13]=1.I[CH:26]1[CH2:29][N:28]([C:30]([O:32]C(C)(C)C)=O)[CH2:27]1.C(O[C:42]([NH:44][CH2:45][CH2:46][N:47]1[CH2:52][CH2:51][N:50]([CH2:53]/[CH:54]=[CH:55]/C(O)=O)[CH2:49][CH2:48]1)=[O:43])(C)(C)C.[N+:59]([C:62]1[C:67]2=[N:68][O:69][N:70]=[C:66]2[C:65]([NH:71][CH2:72][CH2:73][CH2:74][CH2:75][CH2:76]C(O)=O)=[CH:64][CH:63]=1)([O-:61])=[O:60]. (3) Given the product [C:1]([O:5][C:6]([N:8]1[CH2:9][CH2:10][CH:11]([CH2:14][O:15][CH2:16][CH2:17][CH2:18][N:24]2[C:23](=[O:25])[C:22]3=[CH:26][CH:27]=[CH:28][CH:29]=[C:21]3[C:20]2=[O:30])[CH2:12][CH2:13]1)=[O:7])([CH3:2])([CH3:3])[CH3:4], predict the reactants needed to synthesize it. The reactants are: [C:1]([O:5][C:6]([N:8]1[CH2:13][CH2:12][CH:11]([CH2:14][O:15][CH2:16][CH2:17][CH2:18]O)[CH2:10][CH2:9]1)=[O:7])([CH3:4])([CH3:3])[CH3:2].[C:20]1(=[O:30])[NH:24][C:23](=[O:25])[C:22]2=[CH:26][CH:27]=[CH:28][CH:29]=[C:21]12.C1(P(C2C=CC=CC=2)C2C=CC=CC=2)C=CC=CC=1.CCOC(/N=N/C(OCC)=O)=O.